Task: Predict which catalyst facilitates the given reaction.. Dataset: Catalyst prediction with 721,799 reactions and 888 catalyst types from USPTO (1) Reactant: S(Cl)(Cl)=O.O[C:6]1[C:15]2[C:10](=[CH:11][CH:12]=[CH:13][CH:14]=2)[N:9]=[N:8][C:7]=1[C:16]([O:18]C)=O.[N+:20]([C:23]1[CH:28]=[CH:27][C:26]([NH:29][NH2:30])=[CH:25][CH:24]=1)([O-:22])=[O:21]. Product: [N+:20]([C:23]1[CH:24]=[CH:25][C:26]([N:29]2[C:16](=[O:18])[C:7]3[N:8]=[N:9][C:10]4[CH:11]=[CH:12][CH:13]=[CH:14][C:15]=4[C:6]=3[NH:30]2)=[CH:27][CH:28]=1)([O-:22])=[O:21]. The catalyst class is: 8. (2) Reactant: [CH3:1][N:2]1[CH2:7][CH2:6][NH:5][CH2:4][CH2:3]1.C[Si]([N:12]=[C:13]=[O:14])(C)C. Product: [CH3:1][N:2]1[CH2:7][CH2:6][N:5]([C:13]([NH2:12])=[O:14])[CH2:4][CH2:3]1. The catalyst class is: 32. (3) Reactant: [O:1]([CH2:8][C@@H:9]1[CH2:11][O:10]1)[C:2]1[CH:7]=[CH:6][CH:5]=[CH:4][CH:3]=1.[C:12]([O:16][C:17]([N:19]1[CH2:24][CH2:23][CH:22]([NH2:25])[CH2:21][CH2:20]1)=[O:18])([CH3:15])([CH3:14])[CH3:13]. Product: [C:12]([O:16][C:17]([N:19]1[CH2:24][CH2:23][CH:22]([NH:25][CH2:11][C@H:9]([OH:10])[CH2:8][O:1][C:2]2[CH:7]=[CH:6][CH:5]=[CH:4][CH:3]=2)[CH2:21][CH2:20]1)=[O:18])([CH3:15])([CH3:13])[CH3:14]. The catalyst class is: 8. (4) Reactant: [CH:1]([C:3]1[C:8]([CH3:9])=[CH:7][C:6]([NH:10][C:11]([CH2:13][CH2:14][N:15]2[CH2:20][CH2:19][CH:18]([O:21][C:22](=[O:36])[NH:23][C:24]3[CH:29]=[CH:28][CH:27]=[CH:26][C:25]=3[C:30]3[CH:35]=[CH:34][CH:33]=[CH:32][CH:31]=3)[CH2:17][CH2:16]2)=[O:12])=[C:5]([CH3:37])[CH:4]=1)=O.[NH2:38][CH2:39][C@@H:40]([C:49]1[CH:50]=[CH:51][C:52]([OH:58])=[C:53]([NH:55][CH:56]=[O:57])[CH:54]=1)[O:41][Si:42]([C:45]([CH3:48])([CH3:47])[CH3:46])([CH3:44])[CH3:43].ClCCl.C(O[BH-](OC(=O)C)OC(=O)C)(=O)C.[Na+]. Product: [Si:42]([O:41][C@H:40]([C:49]1[CH:50]=[CH:51][C:52]([OH:58])=[C:53]([NH:55][CH:56]=[O:57])[CH:54]=1)[CH2:39][NH:38][CH2:1][C:3]1[C:8]([CH3:9])=[CH:7][C:6]([NH:10][C:11]([CH2:13][CH2:14][N:15]2[CH2:20][CH2:19][CH:18]([O:21][C:22](=[O:36])[NH:23][C:24]3[CH:29]=[CH:28][CH:27]=[CH:26][C:25]=3[C:30]3[CH:35]=[CH:34][CH:33]=[CH:32][CH:31]=3)[CH2:17][CH2:16]2)=[O:12])=[C:5]([CH3:37])[CH:4]=1)([C:45]([CH3:48])([CH3:47])[CH3:46])([CH3:44])[CH3:43]. The catalyst class is: 404. (5) Reactant: C=O.[OH-].[Na+].[CH3:5][O:6]CCOC.[CH3:11][C:12]1[C:17]([CH:18]([C:28]2[C:33]([F:34])=[CH:32][CH:31]=[C:30]([F:35])[C:29]=2[F:36])[S:19]([CH2:22][CH2:23][C:24]([F:27])([F:26])[F:25])(=[O:21])=[O:20])=[CH:16][N:15]=[C:14]([C:37]([NH2:39])=[O:38])[CH:13]=1. Product: [OH:6][CH2:5][NH:39][C:37]([C:14]1[CH:13]=[C:12]([CH3:11])[C:17]([CH:18]([C:28]2[C:33]([F:34])=[CH:32][CH:31]=[C:30]([F:35])[C:29]=2[F:36])[S:19]([CH2:22][CH2:23][C:24]([F:27])([F:25])[F:26])(=[O:20])=[O:21])=[CH:16][N:15]=1)=[O:38]. The catalyst class is: 6. (6) Reactant: [C:1]([O:5][C:6]([N:8]1[CH2:13][CH2:12][CH:11]([N:14]2[C:27]3[CH:26]=[CH:25][C:24]([C:28]#[N:29])=[CH:23][C:22]=3[O:21][C:20]3[C:15]2=[CH:16][CH:17]=[CH:18][CH:19]=3)[CH2:10][CH2:9]1)=[O:7])([CH3:4])([CH3:3])[CH3:2].Cl.[OH-:31].[NH4+:32].C(=O)([O-])[O-].[K+].[K+].O. Product: [C:1]([O:5][C:6]([N:8]1[CH2:13][CH2:12][CH:11]([N:14]2[C:27]3[CH:26]=[CH:25][C:24]([C:28](=[NH:32])[NH:29][OH:31])=[CH:23][C:22]=3[O:21][C:20]3[C:15]2=[CH:16][CH:17]=[CH:18][CH:19]=3)[CH2:10][CH2:9]1)=[O:7])([CH3:4])([CH3:2])[CH3:3]. The catalyst class is: 8. (7) Reactant: [OH:1][C:2]1[CH:7]=[CH:6][C:5]([C:8]2[CH:17]=[C:16]3[C:11]([CH:12]=[CH:13][CH:14]=[N:15]3)=[C:10]([O:18][CH2:19][C@@H:20]3[O:24][C:23](=[O:25])[NH:22][CH2:21]3)[CH:9]=2)=[CH:4][C:3]=1[O:26][CH3:27].I[CH:29]([CH3:31])[CH3:30].C(=O)([O-])[O-].[K+].[K+].CCOC(C)=O. Product: [CH:29]([O:1][C:2]1[CH:7]=[CH:6][C:5]([C:8]2[CH:17]=[C:16]3[C:11]([CH:12]=[CH:13][CH:14]=[N:15]3)=[C:10]([O:18][CH2:19][C@@H:20]3[O:24][C:23](=[O:25])[NH:22][CH2:21]3)[CH:9]=2)=[CH:4][C:3]=1[O:26][CH3:27])([CH3:31])[CH3:30]. The catalyst class is: 3. (8) Reactant: [CH2:1]([NH:3][C:4]1[C:9]([N+:10]([O-])=O)=[CH:8][N:7]=[CH:6][C:5]=1[Br:13])[CH3:2].O.O.[Sn](Cl)[Cl:17].CCOC(C)=O.[OH-].[Na+]. Product: [Br:13][C:5]1[C:4]([NH:3][CH2:1][CH3:2])=[C:9]([NH2:10])[C:8]([Cl:17])=[N:7][CH:6]=1. The catalyst class is: 33. (9) Reactant: [C:1]([N:8]1[CH2:13][CH2:12][NH:11][CH2:10][CH2:9]1)([O:3][C:4]([CH3:7])([CH3:6])[CH3:5])=[O:2].Cl[CH2:15][C:16]([N:18]([CH3:20])[CH3:19])=[O:17].C(N(CC)CC)C. Product: [C:4]([O:3][C:1]([N:8]1[CH2:9][CH2:10][N:11]([CH2:15][C:16](=[O:17])[N:18]([CH3:20])[CH3:19])[CH2:12][CH2:13]1)=[O:2])([CH3:7])([CH3:6])[CH3:5]. The catalyst class is: 373. (10) Reactant: [C:1]1([C:7](=O)[CH2:8][OH:9])[CH:6]=[CH:5][CH:4]=[CH:3][CH:2]=1.[S-:11][C:12]#[N:13].[K+]. Product: [C:1]1([C:7]2[NH:13][C:12](=[S:11])[O:9][CH:8]=2)[CH:6]=[CH:5][CH:4]=[CH:3][CH:2]=1. The catalyst class is: 33.